From a dataset of Reaction yield outcomes from USPTO patents with 853,638 reactions. Predict the reaction yield, written as a fraction of the theoretical maximum amount of product (1.0 means a 100% yield; for example, 0.34 means a 34% yield). (1) The reactants are [CH:1]([NH:4][C:5]([C:7]1[C:15]2[C:10](=[N:11][CH:12]=[C:13](Br)[N:14]=2)[N:9]([CH2:17][O:18][CH2:19][CH2:20][Si:21]([CH3:24])([CH3:23])[CH3:22])[CH:8]=1)=[O:6])([CH3:3])[CH3:2].[C:25]([C:27]1[CH:28]=[C:29]([OH:33])[CH:30]=[CH:31][CH:32]=1)#[N:26].[O-]P([O-])([O-])=O.[K+].[K+].[K+].C(P(C(C)(C)C)C1C=CC=CC=1C1C=CC=CC=1N(C)C)(C)(C)C. The catalyst is C1(C)C=CC=CC=1.CC([O-])=O.CC([O-])=O.[Pd+2]. The product is [CH:1]([NH:4][C:5]([C:7]1[C:15]2[C:10](=[N:11][CH:12]=[C:13]([O:33][C:29]3[CH:30]=[CH:31][CH:32]=[C:27]([C:25]#[N:26])[CH:28]=3)[N:14]=2)[N:9]([CH2:17][O:18][CH2:19][CH2:20][Si:21]([CH3:24])([CH3:23])[CH3:22])[CH:8]=1)=[O:6])([CH3:3])[CH3:2]. The yield is 0.730. (2) The catalyst is C(#N)C. The reactants are [CH:1]([C:4]1[CH:9]=[CH:8][C:7]([CH:10]2[C:14]3[C:15]([CH3:28])=[C:16]([NH:20][C:21](=[O:27])[CH2:22][C:23]([CH3:26])([CH3:25])[CH3:24])[C:17]([CH3:19])=[CH:18][C:13]=3[O:12][CH2:11]2)=[CH:6][CH:5]=1)([CH3:3])[CH3:2].[Br:29]N1C(=O)CCC1=O.O. The product is [Br:29][C:18]1[C:13]2[O:12][CH2:11][CH:10]([C:7]3[CH:6]=[CH:5][C:4]([CH:1]([CH3:2])[CH3:3])=[CH:9][CH:8]=3)[C:14]=2[C:15]([CH3:28])=[C:16]([NH:20][C:21](=[O:27])[CH2:22][C:23]([CH3:26])([CH3:25])[CH3:24])[C:17]=1[CH3:19]. The yield is 0.910. (3) The reactants are P(Cl)(Cl)([Cl:3])=O.S[C:7]1[N:12]([CH3:13])[C:11](=[O:14])[CH:10]=[C:9]([C:15]2[CH:20]=[CH:19][N:18]=[CH:17][N:16]=2)[N:8]=1.C([O-])([O-])=O.[K+].[K+]. The catalyst is CN(C)C=O. The product is [Cl:3][C:7]1[N:12]([CH3:13])[C:11](=[O:14])[CH:10]=[C:9]([C:15]2[CH:20]=[CH:19][N:18]=[CH:17][N:16]=2)[N:8]=1. The yield is 0.270. (4) The reactants are [NH:1]1[CH2:5][CH:4]=[CH:3][CH2:2]1.[OH-].[Na+].[C:8](O[C:8]([O:10][C:11]([CH3:14])([CH3:13])[CH3:12])=[O:9])([O:10][C:11]([CH3:14])([CH3:13])[CH3:12])=[O:9]. The catalyst is O1CCOCC1.O. The product is [C:11]([O:10][C:8]([N:1]1[CH2:5][CH:4]=[CH:3][CH2:2]1)=[O:9])([CH3:14])([CH3:13])[CH3:12]. The yield is 0.960. (5) The reactants are [CH:1]1([CH:7]([C:9]2[C:10]([CH2:24][CH2:25][C:26]3[CH:31]=[CH:30][CH:29]=[CH:28][CH:27]=3)=[N:11][N:12]([C:14]3[CH:19]=[CH:18][C:17]([C:20]([F:23])([F:22])[F:21])=[CH:16][N:15]=3)[CH:13]=2)O)[CH2:6][CH2:5][CH2:4][CH2:3][CH2:2]1.[NH2:32][C:33]1[CH:38]=[CH:37][C:36]([C:39]([NH:41][CH2:42][CH2:43][C:44]([O:46]CC)=[O:45])=[O:40])=[CH:35][CH:34]=1. No catalyst specified. The product is [CH:1]1([CH:7]([NH:32][C:33]2[CH:34]=[CH:35][C:36]([C:39]([NH:41][CH2:42][CH2:43][C:44]([OH:46])=[O:45])=[O:40])=[CH:37][CH:38]=2)[C:9]2[C:10]([CH2:24][CH2:25][C:26]3[CH:31]=[CH:30][CH:29]=[CH:28][CH:27]=3)=[N:11][N:12]([C:14]3[CH:19]=[CH:18][C:17]([C:20]([F:22])([F:21])[F:23])=[CH:16][N:15]=3)[CH:13]=2)[CH2:6][CH2:5][CH2:4][CH2:3][CH2:2]1. The yield is 0.280. (6) The reactants are [CH3:1][N:2]([CH3:18])[CH2:3][CH2:4][N:5]1[CH2:10][CH2:9][C:8]2[NH:11][C:12]([CH:15]=O)=[C:13]([CH3:14])[C:7]=2[C:6]1=[O:17].[Cl:19][C:20]1[CH:21]=[C:22]([NH:27][C:28]2[C:29]3[CH2:36][C:35](=[O:37])[NH:34][C:30]=3[N:31]=[CH:32][N:33]=2)[CH:23]=[CH:24][C:25]=1[F:26]. No catalyst specified. The product is [Cl:19][C:20]1[CH:21]=[C:22]([NH:27][C:28]2[C:29]3[C:36](=[CH:15][C:12]4[NH:11][C:8]5[CH2:9][CH2:10][N:5]([CH2:4][CH2:3][N:2]([CH3:18])[CH3:1])[C:6](=[O:17])[C:7]=5[C:13]=4[CH3:14])[C:35](=[O:37])[NH:34][C:30]=3[N:31]=[CH:32][N:33]=2)[CH:23]=[CH:24][C:25]=1[F:26]. The yield is 0.615. (7) The reactants are [CH3:1][C:2]([C:4]1[CH:9]=[CH:8][CH:7]=[CH:6][CH:5]=1)=[CH2:3].N12CCCN=C1CCCCC2.Br[CH:22]([C:28]([O:30][CH2:31][CH3:32])=[O:29])[C:23]([O:25][CH2:26][CH3:27])=[O:24]. The catalyst is C1(C)C=CC=CC=1.[Cu](Br)Br. The product is [CH2:26]([O:25][C:23]([C:22]1([C:28]([O:30][CH2:31][CH3:32])=[O:29])[CH2:1][C:2]1([CH3:3])[C:4]1[CH:9]=[CH:8][CH:7]=[CH:6][CH:5]=1)=[O:24])[CH3:27]. The yield is 0.450.